This data is from Reaction yield outcomes from USPTO patents with 853,638 reactions. The task is: Predict the reaction yield, written as a fraction of the theoretical maximum amount of product (1.0 means a 100% yield; for example, 0.34 means a 34% yield). (1) The reactants are [NH:1]1[C:9]2[C:4](=[CH:5][CH:6]=[CH:7][CH:8]=2)[C:3]([CH2:10][C@H:11]([NH2:13])[CH3:12])=[CH:2]1.[Si:14]([O:31][CH2:32][C:33]([F:44])([F:43])[CH2:34]OS(C(F)(F)F)(=O)=O)([C:27]([CH3:30])([CH3:29])[CH3:28])([C:21]1[CH:26]=[CH:25][CH:24]=[CH:23][CH:22]=1)[C:15]1[CH:20]=[CH:19][CH:18]=[CH:17][CH:16]=1.CCN(C(C)C)C(C)C. The catalyst is O1CCOCC1.O. The product is [NH:1]1[C:9]2[C:4](=[CH:5][CH:6]=[CH:7][CH:8]=2)[C:3]([CH2:10][C@H:11]([NH:13][CH2:34][C:33]([F:44])([F:43])[CH2:32][O:31][Si:14]([C:27]([CH3:29])([CH3:28])[CH3:30])([C:15]2[CH:20]=[CH:19][CH:18]=[CH:17][CH:16]=2)[C:21]2[CH:26]=[CH:25][CH:24]=[CH:23][CH:22]=2)[CH3:12])=[CH:2]1. The yield is 0.820. (2) The reactants are [Cl:1][C:2]1[C:7]([C:8]([F:11])([F:10])[F:9])=[CH:6][N:5]=[C:4]2[NH:12][CH:13]=[C:14]([NH:15][C:16](=[O:23])[C:17]3[CH:22]=[CH:21][CH:20]=[N:19][CH:18]=3)[C:3]=12.[NH:24]1[CH2:29][CH2:28][CH2:27][C@@H:26]([NH:30]C(=O)OC(C)(C)C)[CH2:25]1.C(O)(C(F)(F)F)=O. The catalyst is CCCCO.C(Cl)Cl. The product is [ClH:1].[NH2:30][C@@H:26]1[CH2:27][CH2:28][CH2:29][N:24]([C:2]2[C:7]([C:8]([F:11])([F:10])[F:9])=[CH:6][N:5]=[C:4]3[NH:12][CH:13]=[C:14]([NH:15][C:16](=[O:23])[C:17]4[CH:22]=[CH:21][CH:20]=[N:19][CH:18]=4)[C:3]=23)[CH2:25]1. The yield is 0.390.